From a dataset of Catalyst prediction with 721,799 reactions and 888 catalyst types from USPTO. Predict which catalyst facilitates the given reaction. (1) Reactant: [CH3:1][O:2][C:3]([CH3:27])([CH3:26])[C:4]#[C:5][C:6]1[CH:7]=[C:8]2[C:19]3([CH2:23][O:22][C:21]([NH2:24])=[N:20]3)[C:18]3[C:13](=[N:14][CH:15]=[C:16](Br)[CH:17]=3)[O:12][C:9]2=[CH:10][CH:11]=1.[N:28]1[CH:33]=[CH:32][CH:31]=[C:30](B(O)O)[CH:29]=1.C1COCC1.C(=O)([O-])[O-].[K+].[K+]. Product: [CH3:1][O:2][C:3]([CH3:27])([CH3:26])[C:4]#[C:5][C:6]1[CH:7]=[C:8]2[C:19]3([CH2:23][O:22][C:21]([NH2:24])=[N:20]3)[C:18]3[C:13](=[N:14][CH:15]=[C:16]([C:30]4[CH:29]=[N:28][CH:33]=[CH:32][CH:31]=4)[CH:17]=3)[O:12][C:9]2=[CH:10][CH:11]=1. The catalyst class is: 73. (2) Reactant: [F:1][C:2]([F:17])([F:16])[C:3]1[CH:4]=[C:5]([C:10]#[C:11][Si](C)(C)C)[C:6]([NH2:9])=[N:7][CH:8]=1.CC([O-])(C)C.[K+].O.[Cl-].[NH4+]. Product: [F:1][C:2]([F:17])([F:16])[C:3]1[CH:4]=[C:5]2[CH:10]=[CH:11][NH:9][C:6]2=[N:7][CH:8]=1. The catalyst class is: 435. (3) Reactant: [CH3:1][C:2]1[CH:3]=[CH:4][CH:5]=[C:6]2[C:11]=1[NH:10][C:9](=[O:12])[CH:8]=[CH:7]2.[H-].[Na+].Br[CH2:16][CH:17]1[O:21][CH2:20][CH2:19][O:18]1.Cl. Product: [O:18]1[CH2:19][CH2:20][O:21][CH:17]1[CH2:16][N:10]1[C:11]2[C:6](=[CH:5][CH:4]=[CH:3][C:2]=2[CH3:1])[CH:7]=[CH:8][C:9]1=[O:12]. The catalyst class is: 434. (4) Reactant: [CH3:1][NH:2][C:3]([C@@H:5]1[CH2:9][CH2:8][C@H:7]([NH:10][C:11](=[O:17])[O:12][C:13]([CH3:16])([CH3:15])[CH3:14])[CH2:6]1)=S.[C:18]1([CH2:24][C:25]([NH:27][NH2:28])=O)[CH:23]=[CH:22][CH:21]=[CH:20][CH:19]=1.C([O-])(=O)C. Product: [CH2:24]([C:25]1[N:2]([CH3:1])[C:3]([C@@H:5]2[CH2:9][CH2:8][C@H:7]([NH:10][C:11](=[O:17])[O:12][C:13]([CH3:14])([CH3:15])[CH3:16])[CH2:6]2)=[N:28][N:27]=1)[C:18]1[CH:23]=[CH:22][CH:21]=[CH:20][CH:19]=1. The catalyst class is: 1. (5) Reactant: [O:1]1[CH:5]=[CH:4][CH:3]=[C:2]1[C:6](=[O:10])[C:7]([OH:9])=[O:8].[CH3:11][CH2:12]O.OS(O)(=O)=O. Product: [CH2:11]([O:8][C:7](=[O:9])[C:6]([C:2]1[O:1][CH:5]=[CH:4][CH:3]=1)=[O:10])[CH3:12]. The catalyst class is: 22.